From a dataset of Catalyst prediction with 721,799 reactions and 888 catalyst types from USPTO. Predict which catalyst facilitates the given reaction. (1) Reactant: [F:1][C:2]1[CH:3]=[C:4](B2OC(C)(C)C(C)(C)O2)[C:5]([O:8][CH3:9])=[N:6][CH:7]=1.Cl[C:20]1[CH:25]=[CH:24][C:23]([C:26]2[C:35]3[C:30](=[CH:31][C:32]([S:36]([NH:39][C:40]4[S:41][CH:42]=[N:43][N:44]=4)(=[O:38])=[O:37])=[CH:33][CH:34]=3)[CH:29]=[CH:28][N:27]=2)=[C:22]([O:45][CH3:46])[CH:21]=1.P([O-])([O-])([O-])=O.[K+].[K+].[K+].Cl. Product: [F:1][C:2]1[CH:3]=[C:4]([C:20]2[CH:25]=[CH:24][C:23]([C:26]3[C:35]4[C:30](=[CH:31][C:32]([S:36]([NH:39][C:40]5[S:41][CH:42]=[N:43][N:44]=5)(=[O:37])=[O:38])=[CH:33][CH:34]=4)[CH:29]=[CH:28][N:27]=3)=[C:22]([O:45][CH3:46])[CH:21]=2)[C:5]([O:8][CH3:9])=[N:6][CH:7]=1. The catalyst class is: 127. (2) The catalyst class is: 5. Reactant: [CH2:1]([NH2:5])[CH:2]([NH2:4])[CH3:3].[CH:6](=O)[C:7]1[CH:12]=[CH:11][CH:10]=[CH:9][CH:8]=1.[BH4-].[Na+]. Product: [CH2:6]([NH:5][CH2:1][CH:2]([NH:4][CH2:6][C:7]1[CH:12]=[CH:11][CH:10]=[CH:9][CH:8]=1)[CH3:3])[C:7]1[CH:12]=[CH:11][CH:10]=[CH:9][CH:8]=1. (3) Reactant: [F:1][CH:2]([F:23])[O:3][C:4]1[C:5]([OH:22])=[C:6]([C:12]2[CH:13]=[C:14]3[C:18](=[CH:19][CH:20]=2)[C:17](=[O:21])[O:16][CH2:15]3)[CH:7]=[CH:8][C:9]=1[O:10][CH3:11].C(=O)([O-])[O-].[K+].[K+].[CH2:30](Br)[CH:31]([CH3:33])[CH3:32]. Product: [F:23][CH:2]([F:1])[O:3][C:4]1[C:5]([O:22][CH2:30][CH:31]([CH3:33])[CH3:32])=[C:6]([C:12]2[CH:13]=[C:14]3[C:18](=[CH:19][CH:20]=2)[C:17](=[O:21])[O:16][CH2:15]3)[CH:7]=[CH:8][C:9]=1[O:10][CH3:11]. The catalyst class is: 10. (4) The catalyst class is: 32. Reactant: Cl[C:2]1[C:3]2[CH:10]=[C:9]([CH2:11][CH3:12])[S:8][C:4]=2[N:5]=[CH:6][N:7]=1.[NH2:13][C:14]1[S:15][C:16]([CH3:19])=[N:17][N:18]=1.C(=O)([O-])[O-].[Na+].[Na+].C(=O)([O-])[O-].[Cs+].[Cs+]. Product: [CH2:11]([C:9]1[S:8][C:4]2[N:5]=[CH:6][N:7]=[C:2]([NH:13][C:14]3[S:15][C:16]([CH3:19])=[N:17][N:18]=3)[C:3]=2[CH:10]=1)[CH3:12]. (5) Reactant: [OH:1][C:2]([C:4]([F:7])([F:6])[F:5])=[O:3].[F:8][C:9]1[CH:10]=[C:11]([CH:14]=[CH:15][C:16]=1[O:17][CH:18]1[CH2:23][CH2:22][N:21]([C:24]2[N:29]=[C:28]3[CH2:30][NH:31][CH2:32][CH2:33][C:27]3=[N:26][C:25]=2[NH:34][CH:35]([CH3:37])[CH3:36])[CH2:20][CH2:19]1)[C:12]#[N:13].C(N(CC)CC)C.[CH3:45][N:46]([CH3:50])[C:47](Cl)=[O:48]. Product: [C:12]([C:11]1[CH:14]=[CH:15][C:16]([O:17][CH:18]2[CH2:19][CH2:20][N:21]([C:24]3[N:29]=[C:28]4[CH2:30][N:31]([C:47]([N:46]([CH3:50])[CH3:45])=[O:48])[CH2:32][CH2:33][C:27]4=[N:26][C:25]=3[NH:34][CH:35]([CH3:37])[CH3:36])[CH2:22][CH2:23]2)=[C:9]([F:8])[CH:10]=1)#[N:13].[C:2]([OH:3])([C:4]([F:7])([F:6])[F:5])=[O:1]. The catalyst class is: 2. (6) Reactant: [O:1]=[C:2]1[C:10]2[C:5](=[CH:6][CH:7]=[CH:8][CH:9]=2)[C:4](=[O:11])[N:3]1[C:12]1([CH:15]=[O:16])[CH2:14][CH2:13]1.[CH2:17]([OH:35])[CH2:18][CH2:19][CH2:20][CH2:21][CH2:22][CH2:23][CH2:24]/[CH:25]=[CH:26]\[CH2:27]/[CH:28]=[CH:29]\[CH2:30][CH2:31][CH2:32][CH2:33][CH3:34].[C:36]12(CS(O)(=O)=O)[C:43]([CH3:45])(C)[CH:40]([CH2:41][CH2:42]1)[CH2:39][C:37]2=O. Product: [CH2:26]([O:16][CH:15]([O:35][CH2:17][CH2:18][CH2:19][CH2:20][CH2:21][CH2:22][CH2:23][CH2:24]/[CH:25]=[CH:26]\[CH2:27]/[CH:28]=[CH:29]\[CH2:30][CH2:31][CH2:32][CH2:33][CH3:34])[C:12]1([N:3]2[C:4](=[O:11])[C:5]3[C:10](=[CH:9][CH:8]=[CH:7][CH:6]=3)[C:2]2=[O:1])[CH2:13][CH2:14]1)[CH2:25][CH2:24][CH2:23][CH2:22][CH2:21][CH2:20][CH2:19]/[CH:18]=[CH:17]\[CH2:37]/[CH:39]=[CH:40]\[CH2:41][CH2:42][CH2:36][CH2:43][CH3:45]. The catalyst class is: 11. (7) Reactant: Cl.[CH:2]1([NH2:6])[CH2:5][CH2:4][CH2:3]1.C(N(CC)CC)C.Cl[C:15]1[CH:20]=[C:19]([Cl:21])[CH:18]=[CH:17][C:16]=1[N+:22]([O-:24])=[O:23].O1CCCC1. Product: [Cl:21][C:19]1[CH:18]=[CH:17][C:16]([N+:22]([O-:24])=[O:23])=[C:15]([CH:20]=1)[NH:6][CH:2]1[CH2:5][CH2:4][CH2:3]1. The catalyst class is: 6.